From a dataset of Reaction yield outcomes from USPTO patents with 853,638 reactions. Predict the reaction yield, written as a fraction of the theoretical maximum amount of product (1.0 means a 100% yield; for example, 0.34 means a 34% yield). (1) The reactants are [CH:1]([C:4]1[CH:9]=[CH:8][C:7]([CH:10]2[C:14]3[C:15]([CH3:22])=[C:16]([NH2:21])[C:17]([CH3:20])=[C:18]([CH3:19])[C:13]=3[O:12][C:11]2([CH3:24])[CH3:23])=[CH:6][CH:5]=1)([CH3:3])[CH3:2].[CH3:25][O:26][C:27]([C:29]1[CH:37]=[CH:36][C:32]([C:33](Cl)=[O:34])=[CH:31][CH:30]=1)=[O:28]. The catalyst is CO. The product is [CH:1]([C:4]1[CH:9]=[CH:8][C:7]([CH:10]2[C:14]3[C:15]([CH3:22])=[C:16]([NH:21][C:33]([C:32]4[CH:36]=[CH:37][C:29]([C:27]([O:26][CH3:25])=[O:28])=[CH:30][CH:31]=4)=[O:34])[C:17]([CH3:20])=[C:18]([CH3:19])[C:13]=3[O:12][C:11]2([CH3:24])[CH3:23])=[CH:6][CH:5]=1)([CH3:3])[CH3:2]. The yield is 0.920. (2) The reactants are [Br:1][C:2]1[CH:7]=[CH:6][C:5]([O:8][CH3:9])=[CH:4][C:3]=1[NH2:10].C(O[CH:14]=[C:15]([C:21]([O:23][CH2:24][CH3:25])=[O:22])[C:16]([O:18][CH2:19][CH3:20])=[O:17])C. The product is [CH2:19]([O:18][C:16](=[O:17])[C:15](=[CH:14][NH:10][C:3]1[CH:4]=[C:5]([O:8][CH3:9])[CH:6]=[CH:7][C:2]=1[Br:1])[C:21]([O:23][CH2:24][CH3:25])=[O:22])[CH3:20]. The yield is 0.810. No catalyst specified. (3) The reactants are I[C:2]1[CH:7]=[CH:6][C:5]([OH:8])=[CH:4][CH:3]=1.[S:9]1[CH:13]=[CH:12][C:11](B(O)O)=[CH:10]1.C1(P(C2C=CC=CC=2)C2C=CC=CC=2)C=CC=CC=1.C(=O)([O-])[O-].[K+].[K+]. The catalyst is COCCOC.C([O-])(=O)C.[Pd+2].C([O-])(=O)C.O.C(O)C. The product is [S:9]1[CH:13]=[CH:12][C:11]([C:2]2[CH:7]=[CH:6][C:5]([OH:8])=[CH:4][CH:3]=2)=[CH:10]1. The yield is 0.700. (4) The reactants are [NH2:1][C:2]1[C:6](C(O)=O)=[C:5]([CH2:10][C:11]([OH:13])=[O:12])[NH:4][N:3]=1. The yield is 0.760. The product is [NH2:1][C:2]1[CH:6]=[C:5]([CH2:10][C:11]([OH:13])=[O:12])[NH:4][N:3]=1. The catalyst is O. (5) The reactants are Cl[CH2:2][C:3]([N:5]1[C:14]2[C:9](=[CH:10][CH:11]=[CH:12][CH:13]=2)[CH2:8][CH2:7][CH2:6]1)=[O:4].[N+:15]([C:18]1[CH:19]=[CH:20][C:21]2[S:25][C:24]([SH:26])=[N:23][C:22]=2[CH:27]=1)([O-:17])=[O:16]. No catalyst specified. The product is [N:5]1([C:3](=[O:4])[CH2:2][S:26][C:24]2[S:25][C:21]3[CH:20]=[CH:19][C:18]([N+:15]([O-:17])=[O:16])=[CH:27][C:22]=3[N:23]=2)[C:14]2[C:9](=[CH:10][CH:11]=[CH:12][CH:13]=2)[CH2:8][CH2:7][CH2:6]1. The yield is 0.560. (6) The yield is 1.00. The product is [CH2:1]([O:3][C:4](=[O:12])[C:5]1[CH:10]=[CH:9][CH:8]=[C:7]([NH:11][C:23](=[O:24])[C:22]2[CH:26]=[CH:27][CH:28]=[CH:29][C:21]=2[Cl:20])[CH:6]=1)[CH3:2]. The catalyst is C(Cl)(Cl)Cl. The reactants are [CH2:1]([O:3][C:4](=[O:12])[C:5]1[CH:10]=[CH:9][CH:8]=[C:7]([NH2:11])[CH:6]=1)[CH3:2].CCN(CC)CC.[Cl:20][C:21]1[CH:29]=[CH:28][CH:27]=[CH:26][C:22]=1[C:23](Cl)=[O:24]. (7) The reactants are [CH3:1][O:2][C:3]1[CH:29]=[CH:28][C:6]([CH2:7][CH2:8][N:9]([S:16]([C:19]2[CH:24]=[CH:23][C:22]([N+:25]([O-])=O)=[CH:21][CH:20]=2)(=[O:18])=[O:17])[CH2:10][CH2:11][C:12]([O:14][CH3:15])=[O:13])=[CH:5][CH:4]=1.CO.C(OCC)(=O)C.C([O-])=O.[NH4+]. The catalyst is C.[Pd]. The product is [CH3:1][O:2][C:3]1[CH:4]=[CH:5][C:6]([CH2:7][CH2:8][N:9]([S:16]([C:19]2[CH:20]=[CH:21][C:22]([NH2:25])=[CH:23][CH:24]=2)(=[O:17])=[O:18])[CH2:10][CH2:11][C:12]([O:14][CH3:15])=[O:13])=[CH:28][CH:29]=1. The yield is 1.00. (8) The reactants are [Br:1][C:2]1[CH:3]=[CH:4][C:5](I)=[N:6][CH:7]=1.[C:9]([O:17][C:18]([CH3:21])([CH3:20])[CH3:19])(=[O:16])[CH2:10]C(OCC)=O.C([O-])([O-])=O.[Cs+].[Cs+].O1CCOCC1.[OH-].[Na+].Cl. The catalyst is [Cu]I.O. The product is [Br:1][C:2]1[CH:3]=[CH:4][C:5]([CH2:10][C:9]([O:17][C:18]([CH3:21])([CH3:20])[CH3:19])=[O:16])=[N:6][CH:7]=1. The yield is 0.440.